This data is from NCI-60 drug combinations with 297,098 pairs across 59 cell lines. The task is: Regression. Given two drug SMILES strings and cell line genomic features, predict the synergy score measuring deviation from expected non-interaction effect. (1) Drug 1: CC(C)(C#N)C1=CC(=CC(=C1)CN2C=NC=N2)C(C)(C)C#N. Drug 2: C1CNP(=O)(OC1)N(CCCl)CCCl. Cell line: NCI-H522. Synergy scores: CSS=-3.83, Synergy_ZIP=0.804, Synergy_Bliss=-0.833, Synergy_Loewe=-3.53, Synergy_HSA=-3.87. (2) Drug 1: C1=C(C(=O)NC(=O)N1)N(CCCl)CCCl. Drug 2: CC1CCC2CC(C(=CC=CC=CC(CC(C(=O)C(C(C(=CC(C(=O)CC(OC(=O)C3CCCCN3C(=O)C(=O)C1(O2)O)C(C)CC4CCC(C(C4)OC)OCCO)C)C)O)OC)C)C)C)OC. Cell line: SK-MEL-28. Synergy scores: CSS=23.9, Synergy_ZIP=-3.00, Synergy_Bliss=3.62, Synergy_Loewe=6.19, Synergy_HSA=7.04.